Task: Predict the product of the given reaction.. Dataset: Forward reaction prediction with 1.9M reactions from USPTO patents (1976-2016) (1) Given the reactants [O:1]1[C:5]2[CH:6]=[CH:7][C:8]([CH2:10][N:11]3[C:20]([C:21](O)=[O:22])=[C:19]([C:24]4[CH:29]=[CH:28][CH:27]=[CH:26][CH:25]=4)[C:18]4[C:13](=[CH:14][CH:15]=[C:16]([Br:30])[CH:17]=4)[C:12]3=[O:31])=[CH:9][C:4]=2[O:3][CH2:2]1.C(Cl)(=O)C([Cl:35])=O, predict the reaction product. The product is: [O:1]1[C:5]2[CH:6]=[CH:7][C:8]([CH2:10][N:11]3[C:20]([C:21]([Cl:35])=[O:22])=[C:19]([C:24]4[CH:29]=[CH:28][CH:27]=[CH:26][CH:25]=4)[C:18]4[C:13](=[CH:14][CH:15]=[C:16]([Br:30])[CH:17]=4)[C:12]3=[O:31])=[CH:9][C:4]=2[O:3][CH2:2]1. (2) Given the reactants [H-].[Na+].Br[C:4]1[CH:9]=[CH:8][CH:7]=[CH:6][C:5]=1[CH:10]([OH:13])[CH:11]=[CH2:12].[Li]CCCC.[B:19](OC(C)C)(OC(C)C)[O:20]C(C)C, predict the reaction product. The product is: [CH:11]([CH:10]1[O:13][B:19]([OH:20])[C:4]2[CH:9]=[CH:8][CH:7]=[CH:6][C:5]1=2)=[CH2:12]. (3) The product is: [CH3:32][C:33]1([CH3:40])[O:37][C@@H:36]([CH2:38][O:27][C:17]2[C:18]([NH:20][C:21]3[CH:26]=[CH:25][N:24]=[CH:23][CH:22]=3)=[N:19][C:14]([C:7]3[C:8]4[C:13](=[CH:12][CH:11]=[CH:10][CH:9]=4)[N:5]([CH2:4][C:3]4[CH:28]=[CH:29][CH:30]=[CH:31][C:2]=4[F:1])[N:6]=3)=[N:15][CH:16]=2)[CH2:35][O:34]1. Given the reactants [F:1][C:2]1[CH:31]=[CH:30][CH:29]=[CH:28][C:3]=1[CH2:4][N:5]1[C:13]2[C:8](=[CH:9][CH:10]=[CH:11][CH:12]=2)[C:7]([C:14]2[N:19]=[C:18]([NH:20][C:21]3[CH:26]=[CH:25][N:24]=[CH:23][CH:22]=3)[C:17]([OH:27])=[CH:16][N:15]=2)=[N:6]1.[CH3:32][C:33]1([CH3:40])[O:37][CH:36]([CH2:38]Br)[CH2:35][O:34]1.C(=O)([O-])[O-].[K+].[K+], predict the reaction product.